From a dataset of Catalyst prediction with 721,799 reactions and 888 catalyst types from USPTO. Predict which catalyst facilitates the given reaction. (1) Reactant: [N:1]1[CH:6]=[CH:5][C:4]([NH:7][C:8](=[O:13])[C:9]([CH3:12])([CH3:11])[CH3:10])=[CH:3][CH:2]=1.[Li]CCCC.[CH:19]([N:22]([CH:36]([CH3:38])[CH3:37])[C:23](=[S:35])[S:24][S:24][C:23](=[S:35])[N:22]([CH:36]([CH3:38])[CH3:37])[CH:19]([CH3:21])[CH3:20])([CH3:21])[CH3:20].O. Product: [CH:19]([N:22]([CH:36]([CH3:38])[CH3:37])[C:23]([S:35][C:3]1[CH:2]=[N:1][CH:6]=[CH:5][C:4]=1[NH:7][C:8](=[O:13])[C:9]([CH3:10])([CH3:12])[CH3:11])=[S:24])([CH3:21])[CH3:20]. The catalyst class is: 49. (2) Reactant: [F:1][C:2]1([F:19])[CH2:7][CH2:6][C@@H:5]([C:8]([O:10][C:11]([CH3:14])([CH3:13])[CH3:12])=[O:9])[C@H:4]([C:15]([O:17]C)=[O:16])[CH2:3]1.CO.O.[OH-].[Li+]. Product: [C:11]([O:10][C:8]([C@@H:5]1[CH2:6][CH2:7][C:2]([F:19])([F:1])[CH2:3][C@H:4]1[C:15]([OH:17])=[O:16])=[O:9])([CH3:14])([CH3:12])[CH3:13]. The catalyst class is: 6. (3) Reactant: [Br:1][C:2]1[C:3]([F:10])=[C:4]([CH:7]=[CH:8][CH:9]=1)[CH:5]=[O:6].[F:11][C:12]1[CH:17]=[CH:16][C:15]([Mg]Br)=[C:14]([O:20][CH3:21])[CH:13]=1. Product: [Br:1][C:2]1[C:3]([F:10])=[C:4]([CH:5]([C:15]2[CH:16]=[CH:17][C:12]([F:11])=[CH:13][C:14]=2[O:20][CH3:21])[OH:6])[CH:7]=[CH:8][CH:9]=1. The catalyst class is: 76. (4) Product: [C:1]([O:5][C:6]([NH:8][C@@H:9]([CH2:14][C:15]1[CH:20]=[CH:19][C:18]([O:21][S:33]([C:32]([F:37])([F:38])[C:31]([F:39])([F:40])[C:30]([F:29])([F:45])[C:41]([F:44])([F:43])[F:42])(=[O:35])=[O:34])=[CH:17][CH:16]=1)[C:10]([O:12][CH3:13])=[O:11])=[O:7])([CH3:4])([CH3:2])[CH3:3]. Reactant: [C:1]([O:5][C:6]([NH:8][C@@H:9]([CH2:14][C:15]1[CH:20]=[CH:19][C:18]([OH:21])=[CH:17][CH:16]=1)[C:10]([O:12][CH3:13])=[O:11])=[O:7])([CH3:4])([CH3:3])[CH3:2].C(N(CC)CC)C.[F:29][C:30]([F:45])([C:41]([F:44])([F:43])[F:42])[C:31]([F:40])([F:39])[C:32]([F:38])([F:37])[S:33](F)(=[O:35])=[O:34].O. The catalyst class is: 79. (5) The catalyst class is: 1. Product: [F:1][C:2]1[CH:19]=[C:18]([C:20]2[CH:25]=[CH:24][C:23]([O:26][CH2:27][CH:28]3[CH2:29][CH2:30][N:31]([CH2:34][C:35]([F:38])([CH3:36])[CH3:37])[CH2:32][CH2:33]3)=[CH:22][N:21]=2)[CH:17]=[CH:16][C:3]=1[C:4]([N:6]1[CH2:10][C@H:9]([OH:11])[CH2:8][C@H:7]1[C:12]([OH:14])=[O:13])=[O:5]. Reactant: [F:1][C:2]1[CH:19]=[C:18]([C:20]2[CH:25]=[CH:24][C:23]([O:26][CH2:27][CH:28]3[CH2:33][CH2:32][N:31]([CH2:34][C:35]([F:38])([CH3:37])[CH3:36])[CH2:30][CH2:29]3)=[CH:22][N:21]=2)[CH:17]=[CH:16][C:3]=1[C:4]([N:6]1[CH2:10][C@H:9]([OH:11])[CH2:8][C@H:7]1[C:12]([O:14]C)=[O:13])=[O:5].O[Li].O. (6) Reactant: FC(F)(F)C(O)=O.[NH2:8][CH2:9][C:10]1[NH:11][C:12](=[O:35])[C:13]2[C:14](=[N:16][N:17]([CH2:26][C:27]3[CH:32]=[CH:31][C:30]([O:33][CH3:34])=[CH:29][CH:28]=3)[C:18]=2[NH:19][C:20]2[CH:25]=[CH:24][CH:23]=[CH:22][CH:21]=2)[N:15]=1.[Cl:36][CH2:37][CH:38]=O.[BH3-]C#N.[Na+]. The catalyst class is: 5. Product: [Cl:36][CH2:37][CH2:38][NH:8][CH2:9][C:10]1[NH:11][C:12](=[O:35])[C:13]2[C:14](=[N:16][N:17]([CH2:26][C:27]3[CH:28]=[CH:29][C:30]([O:33][CH3:34])=[CH:31][CH:32]=3)[C:18]=2[NH:19][C:20]2[CH:25]=[CH:24][CH:23]=[CH:22][CH:21]=2)[N:15]=1.